From a dataset of Reaction yield outcomes from USPTO patents with 853,638 reactions. Predict the reaction yield, written as a fraction of the theoretical maximum amount of product (1.0 means a 100% yield; for example, 0.34 means a 34% yield). (1) The reactants are C([NH:3][C:4]1[CH:9]=[CH:8][C:7]([C:10]2[CH:15]=[CH:14][C:13]([C:16](=[O:25])[CH2:17][C:18]([CH3:24])([CH3:23])[C:19]([O:21][CH3:22])=[O:20])=[CH:12][CH:11]=2)=[CH:6][CH:5]=1)=O.Cl. The catalyst is CO. The product is [NH2:3][C:4]1[CH:5]=[CH:6][C:7]([C:10]2[CH:15]=[CH:14][C:13]([C:16](=[O:25])[CH2:17][C:18]([CH3:23])([CH3:24])[C:19]([O:21][CH3:22])=[O:20])=[CH:12][CH:11]=2)=[CH:8][CH:9]=1. The yield is 0.950. (2) The yield is 0.730. The catalyst is CN(C)C=O.O. The product is [CH3:41][NH:37][C:23](=[O:24])[CH2:22][O:21][C:20]1[CH:26]=[CH:27][CH:28]=[C:18]([C:9]2[C:10]3[C:5](=[CH:4][C:3]([O:2][CH3:1])=[C:12]4[O:13][C:14]([CH3:17])([CH3:16])[CH2:15][C:11]4=3)[CH2:6][C:7]([CH3:29])([CH3:30])[N:8]=2)[CH:19]=1. The reactants are [CH3:1][O:2][C:3]1[CH:4]=[C:5]2[C:10](=[C:11]3[CH2:15][C:14]([CH3:17])([CH3:16])[O:13][C:12]=13)[C:9]([C:18]1[CH:19]=[C:20]([CH:26]=[CH:27][CH:28]=1)[O:21][CH2:22][C:23](O)=[O:24])=[N:8][C:7]([CH3:30])([CH3:29])[CH2:6]2.CN.CO.O.O[N:37]1[C:41]2C=CC=CC=2N=N1.Cl.C(N=C=NCCCN(C)C)C. (3) The reactants are [CH:1](=[C:3]1[C:8](=[O:9])[C:7]([CH3:11])([CH3:10])[CH2:6][CH2:5][CH2:4]1)[CH3:2].C1(C(=CC(=CC=1)C)C)C. The catalyst is [Pd]. The product is [CH2:1]([C:3]1[C:8](=[O:9])[C:7]([CH3:11])([CH3:10])[CH2:6][CH2:5][CH:4]=1)[CH3:2]. The yield is 0.930. (4) The reactants are [OH:1][CH:2]1[CH2:7][NH:6][CH:5]([C:8]([OH:10])=[O:9])[CH2:4][CH2:3]1.[O:11]([CH2:18][CH:19]=O)[C:12]1[CH:17]=[CH:16][CH:15]=[CH:14][CH:13]=1.C(O)(=O)C.C(O[BH-](OC(=O)C)OC(=O)C)(=O)C.[Na+].[ClH:39].O1CCOCC1. The catalyst is ClCCCl. The product is [ClH:39].[O:11]([CH2:18][CH2:19][N:6]1[CH2:7][C@@H:2]([OH:1])[CH2:3][CH2:4][C@@H:5]1[C:8]([OH:10])=[O:9])[C:12]1[CH:17]=[CH:16][CH:15]=[CH:14][CH:13]=1. The yield is 1.00. (5) The reactants are C(N(C(C)C)CC)(C)C.[CH3:10][S:11]([C:14]1[CH:15]=[C:16]([NH:20][C:21](=[O:29])OC2C=CC=CC=2)[CH:17]=[CH:18][CH:19]=1)(=[O:13])=[O:12].[NH2:30][C:31]1[CH:54]=[CH:53][C:34]([O:35][C:36]2[C:45]3[C:40](=[CH:41][C:42]([O:48][CH2:49][CH2:50][O:51][CH3:52])=[C:43]([C:46]#[N:47])[CH:44]=3)[N:39]=[CH:38][CH:37]=2)=[CH:33][CH:32]=1. No catalyst specified. The product is [C:46]([C:43]1[CH:44]=[C:45]2[C:40](=[CH:41][C:42]=1[O:48][CH2:49][CH2:50][O:51][CH3:52])[N:39]=[CH:38][CH:37]=[C:36]2[O:35][C:34]1[CH:33]=[CH:32][C:31]([NH:30][C:21]([NH:20][C:16]2[CH:17]=[CH:18][CH:19]=[C:14]([S:11]([CH3:10])(=[O:12])=[O:13])[CH:15]=2)=[O:29])=[CH:54][CH:53]=1)#[N:47]. The yield is 0.756. (6) The product is [Br:18][C:13]1[CH:14]=[N:15][N:16]([CH3:17])[C:12]=1[C:4]1[CH:5]=[C:6]([C:8]([OH:10])=[O:9])[S:7][C:3]=1[CH2:1][CH3:2]. The reactants are [CH2:1]([C:3]1[S:7][C:6]([C:8]([O:10]C)=[O:9])=[CH:5][C:4]=1[C:12]1[N:16]([CH3:17])[N:15]=[CH:14][CH:13]=1)[CH3:2].[Br:18]N1C(=O)CCC1=O.[OH-].[Na+]. The catalyst is O1CCCC1. The yield is 1.00. (7) The reactants are [F:1][C:2]1[CH:3]=[CH:4][C:5]([OH:12])=[C:6]([CH:11]=1)[C:7]([O:9][CH3:10])=[O:8].F[C:14]1[CH:19]=[CH:18][CH:17]=[CH:16][C:15]=1[N+:20]([O-:22])=[O:21].C(=O)([O-])[O-].[Cs+].[Cs+].C(OCC)(=O)C. The catalyst is C(#N)C. The product is [F:1][C:2]1[CH:3]=[CH:4][C:5]([O:12][C:14]2[CH:19]=[CH:18][CH:17]=[CH:16][C:15]=2[N+:20]([O-:22])=[O:21])=[C:6]([CH:11]=1)[C:7]([O:9][CH3:10])=[O:8]. The yield is 0.840. (8) The reactants are [CH2:1]([C:8]1[C:9](Cl)=[N:10][C:11]2[C:16]([CH:17]=1)=[CH:15][CH:14]=[C:13]([Cl:18])[CH:12]=2)[C:2]1[CH:7]=[CH:6][CH:5]=[CH:4][CH:3]=1.[I-:20].[Na+].I. The catalyst is C(C(C)=O)C. The product is [CH2:1]([C:8]1[C:9]([I:20])=[N:10][C:11]2[C:16]([CH:17]=1)=[CH:15][CH:14]=[C:13]([Cl:18])[CH:12]=2)[C:2]1[CH:7]=[CH:6][CH:5]=[CH:4][CH:3]=1. The yield is 0.990. (9) The reactants are [CH2:1]([O:3][C:4](=[O:15])[C:5]#[C:6][C:7]1[CH:12]=[CH:11][C:10]([O:13][CH3:14])=[CH:9][CH:8]=1)[CH3:2].[C:16]([O:20][C:21]([N:23]1[C:32]2[C:27](=[CH:28][CH:29]=[C:30]([CH2:33][CH2:34][O:35][C:36]3[CH:37]=[C:38]4[C:42](=[CH:43][CH:44]=3)[NH:41][CH:40]=[CH:39]4)[N:31]=2)[CH2:26][CH2:25][CH2:24]1)=[O:22])([CH3:19])([CH3:18])[CH3:17]. No catalyst specified. The product is [C:16]([O:20][C:21]([N:23]1[C:32]2[C:27](=[CH:28][CH:29]=[C:30]([CH2:33][CH2:34][O:35][C:36]3[CH:37]=[C:38]4[C:42](=[CH:43][CH:44]=3)[N:41]([C:6]([C:7]3[CH:8]=[CH:9][C:10]([O:13][CH3:14])=[CH:11][CH:12]=3)=[CH:5][C:4]([O:3][CH2:1][CH3:2])=[O:15])[CH:40]=[CH:39]4)[N:31]=2)[CH2:26][CH2:25][CH2:24]1)=[O:22])([CH3:19])([CH3:17])[CH3:18]. The yield is 0.880.